Dataset: Forward reaction prediction with 1.9M reactions from USPTO patents (1976-2016). Task: Predict the product of the given reaction. (1) Given the reactants [C:1]([Si:5]([CH3:31])([CH3:30])[O:6][CH2:7][CH2:8][C:9]1([C:28]#N)[CH2:14][CH2:13][N:12]([C:15]2[S:16][C:17]3[CH:23]=[C:22]([C:24]([F:27])([F:26])[F:25])[CH:21]=[CH:20][C:18]=3[N:19]=2)[CH2:11][CH2:10]1)([CH3:4])([CH3:3])[CH3:2].[H-].C([Al+]CC(C)C)C(C)C.C(O)(=O)CC(CC(O)=O)(C(O)=O)[OH:45], predict the reaction product. The product is: [C:1]([Si:5]([CH3:30])([CH3:31])[O:6][CH2:7][CH2:8][C:9]1([CH:28]=[O:45])[CH2:14][CH2:13][N:12]([C:15]2[S:16][C:17]3[CH:23]=[C:22]([C:24]([F:26])([F:25])[F:27])[CH:21]=[CH:20][C:18]=3[N:19]=2)[CH2:11][CH2:10]1)([CH3:3])([CH3:2])[CH3:4]. (2) Given the reactants Cl.[I:2][C:3]1[CH:8]=[CH:7][C:6]([N:9]2[CH2:14][CH2:13][NH:12][CH2:11][CH2:10]2)=[CH:5][CH:4]=1.[OH-].[Na+].[C:17](O[C:17]([O:19][C:20]([CH3:23])([CH3:22])[CH3:21])=[O:18])([O:19][C:20]([CH3:23])([CH3:22])[CH3:21])=[O:18], predict the reaction product. The product is: [I:2][C:3]1[CH:4]=[CH:5][C:6]([N:9]2[CH2:14][CH2:13][N:12]([C:17]([O:19][C:20]([CH3:23])([CH3:22])[CH3:21])=[O:18])[CH2:11][CH2:10]2)=[CH:7][CH:8]=1. (3) Given the reactants Cl[C:2]1[C:3]2[N:4]([C:13]([CH2:16][C:17]3[S:18][CH:19]=[CH:20][CH:21]=3)=[N:14][N:15]=2)[C:5]2[C:10]([N:11]=1)=[CH:9][CH:8]=[C:7]([Cl:12])[CH:6]=2.[CH3:22][N:23]1[CH2:28][CH2:27][NH:26][CH2:25][CH2:24]1.C1COCC1, predict the reaction product. The product is: [Cl:12][C:7]1[CH:6]=[C:5]2[C:10]([N:11]=[C:2]([N:26]3[CH2:27][CH2:28][N:23]([CH3:22])[CH2:24][CH2:25]3)[C:3]3[N:4]2[C:13]([CH2:16][C:17]2[S:18][CH:19]=[CH:20][CH:21]=2)=[N:14][N:15]=3)=[CH:9][CH:8]=1. (4) The product is: [Br:1][C:2]1[CH:7]=[C:6]([N+:8]([O-:10])=[O:9])[CH:5]=[C:4]([CH2:11][Br:32])[CH:3]=1. Given the reactants [Br:1][C:2]1[CH:3]=[C:4]([CH2:11]O)[CH:5]=[C:6]([N+:8]([O-:10])=[O:9])[CH:7]=1.C1(P(C2C=CC=CC=2)C2C=CC=CC=2)C=CC=CC=1.[Br:32]N1C(=O)CCC1=O, predict the reaction product. (5) Given the reactants [C:1]([C:3]1[CH:4]=C2C(=[CH:11][CH:12]=1)C(=O)CCC2)#[N:2].Cl.[CH2:15]([C:19]1[CH:24]=[CH:23][C:22]([C:25]2[CH:30]=[CH:29][CH:28]=[C:27]([NH:31]N)[CH:26]=2)=[CH:21][CH:20]=1)[CH2:16][CH2:17][CH3:18], predict the reaction product. The product is: [CH2:15]([C:19]1[CH:24]=[CH:23][C:22]([C:25]2[C:26]3[C:27]4[NH:31][C:19]5[C:24]([C:28]=4[CH2:29][CH2:30][C:11]=3[CH:12]=[C:3]([C:1]#[N:2])[CH:4]=2)=[CH:23][CH:22]=[CH:21][CH:20]=5)=[CH:21][CH:20]=1)[CH2:16][CH2:17][CH3:18]. (6) Given the reactants [F:1][C@@H:2]([CH3:24])[CH2:3][N:4]([C:14]1[CH:15]=[C:16]2[C:20](=[CH:21][C:22]=1[OH:23])[CH2:19][CH2:18][CH2:17]2)[S:5]([C:8]1[S:9][CH:10]=[C:11]([CH3:13])[N:12]=1)(=[O:7])=[O:6].Br[CH2:26][C:27]1[S:28][C:29]([C:32]([O:34][CH2:35][CH3:36])=[O:33])=[CH:30][N:31]=1.C(=O)([O-])[O-].[K+].[K+].O, predict the reaction product. The product is: [F:1][C@@H:2]([CH3:24])[CH2:3][N:4]([S:5]([C:8]1[S:9][CH:10]=[C:11]([CH3:13])[N:12]=1)(=[O:7])=[O:6])[C:14]1[CH:15]=[C:16]2[C:20]([CH2:19][CH2:18][CH2:17]2)=[CH:21][C:22]=1[O:23][CH2:26][C:27]1[S:28][C:29]([C:32]([O:34][CH2:35][CH3:36])=[O:33])=[CH:30][N:31]=1. (7) Given the reactants [NH:1]1[CH2:6][CH2:5][CH:4]([NH:7][C:8]([C:10]2[C:14]3[N:15]=[CH:16][N:17]=[C:18]([C:19]4[CH:24]=[C:23]([O:25][CH3:26])[CH:22]=[CH:21][C:20]=4[O:27][CH2:28][CH:29]4[CH2:31][CH2:30]4)[C:13]=3[NH:12][CH:11]=2)=[O:9])[CH2:3][CH2:2]1.Cl[C:33]([C:35]1([O:38]C(=O)C)[CH2:37][CH2:36]1)=[O:34], predict the reaction product. The product is: [OH:38][C:35]1([C:33]([N:1]2[CH2:2][CH2:3][CH:4]([NH:7][C:8]([C:10]3[C:14]4[N:15]=[CH:16][N:17]=[C:18]([C:19]5[CH:24]=[C:23]([O:25][CH3:26])[CH:22]=[CH:21][C:20]=5[O:27][CH2:28][CH:29]5[CH2:30][CH2:31]5)[C:13]=4[NH:12][CH:11]=3)=[O:9])[CH2:5][CH2:6]2)=[O:34])[CH2:37][CH2:36]1. (8) Given the reactants Cl.[CH3:2][O:3][C:4]1[CH:28]=[CH:27][C:7]([CH2:8][N:9]2[C:15](=[O:16])[C:14](=[N:17]O)[C:13]3[CH:19]=[CH:20][CH:21]=[CH:22][C:12]=3[C:11]3[CH:23]=[CH:24][CH:25]=[CH:26][C:10]2=3)=[CH:6][CH:5]=1, predict the reaction product. The product is: [NH2:17][CH:14]1[C:15](=[O:16])[N:9]([CH2:8][C:7]2[CH:6]=[CH:5][C:4]([O:3][CH3:2])=[CH:28][CH:27]=2)[C:10]2[CH:26]=[CH:25][CH:24]=[CH:23][C:11]=2[C:12]2[CH:22]=[CH:21][CH:20]=[CH:19][C:13]1=2. (9) Given the reactants [CH2:1]([O:3][C:4](=[O:24])[CH2:5][C:6]1[CH:11]=[CH:10][C:9]([O:12][CH3:13])=[C:8]([O:14][C:15]2[CH:20]=[CH:19][C:18]([Br:21])=[CH:17][C:16]=2[CH2:22]Br)[CH:7]=1)[CH3:2].[CH3:25][C@H:26]1[C@@H:30]([C:31]2[CH:36]=[CH:35][CH:34]=[CH:33][CH:32]=2)[O:29][C:28](=[O:37])[NH:27]1, predict the reaction product. The product is: [CH2:1]([O:3][C:4](=[O:24])[CH2:5][C:6]1[CH:11]=[CH:10][C:9]([O:12][CH3:13])=[C:8]([O:14][C:15]2[CH:20]=[CH:19][C:18]([Br:21])=[CH:17][C:16]=2[CH2:22][N:27]2[C@@H:26]([CH3:25])[C@@H:30]([C:31]3[CH:36]=[CH:35][CH:34]=[CH:33][CH:32]=3)[O:29][C:28]2=[O:37])[CH:7]=1)[CH3:2]. (10) Given the reactants [N:1]1([CH2:7][C@@H:8]2[CH2:12][CH2:11][N:10]([C@H](C3C=CC=CC=3)C)[C@@H:9]2[C:21]([NH2:23])=[O:22])[CH2:6][CH2:5][O:4][CH2:3][CH2:2]1.O, predict the reaction product. The product is: [N:1]1([CH2:7][C@@H:8]2[CH2:12][CH2:11][NH:10][C@@H:9]2[C:21]([NH2:23])=[O:22])[CH2:6][CH2:5][O:4][CH2:3][CH2:2]1.